Task: Binary Classification. Given a drug SMILES string, predict its activity (active/inactive) in a high-throughput screening assay against a specified biological target.. Dataset: HIV replication inhibition screening data with 41,000+ compounds from the AIDS Antiviral Screen (1) The drug is O=C(O)C1C(C(=O)O)C1(Br)CBr. The result is 0 (inactive). (2) The compound is CC(=O)NC(NNC(NC(C)=O)(c1ccccc1)c1ccccc1)(c1ccccc1)c1ccccc1. The result is 0 (inactive). (3) The drug is Nc1ccccc1SC(CC(=O)c1ccccc1)c1ccc2c(c1)OCO2. The result is 0 (inactive). (4) The compound is CC(Cl)(C=CCl)C(Cl)C=CC(Cl)(CCl)CBr. The result is 0 (inactive). (5) The molecule is O=C(Nc1ccc(S(=O)(=O)c2ccc(NC(=O)c3ccc(N=Nc4cc(S(=O)(=O)O)c5cccnc5c4O)cc3S(=O)(=O)O)cc2)cc1)c1ccc(N=Nc2cc(S(=O)(=O)O)c3cccnc3c2O)cc1S(=O)(=O)O.[NaH]. The result is 1 (active). (6) The compound is Nc1ncnc2c1ncn2CC(O)C(=O)O. The result is 0 (inactive). (7) The compound is CCOC(=O)C(=CC=CNC(Cc1c[nH]c2ccccc12)C(N)=O)C(=O)OCC. The result is 0 (inactive). (8) The molecule is CC1OC(n2cc(C(F)(F)F)c(=O)[nH]c2=O)C=CC1=O. The result is 0 (inactive).